From a dataset of Full USPTO retrosynthesis dataset with 1.9M reactions from patents (1976-2016). Predict the reactants needed to synthesize the given product. Given the product [Cl:1][C:2]1[CH:3]=[CH:4][C:5]([CH2:6][N:7]2[C:12]([NH:13][C:14]3[CH:19]=[CH:18][C:17]([O:20][CH:21]([CH3:23])[CH3:22])=[C:16]([F:24])[CH:15]=3)=[N:11][C:10]([O:25][CH2:26][CH2:27][OH:28])=[N:9][C:8]2=[O:35])=[CH:36][CH:37]=1, predict the reactants needed to synthesize it. The reactants are: [Cl:1][C:2]1[CH:37]=[CH:36][C:5]([CH2:6][N:7]2[C:12]([NH:13][C:14]3[CH:19]=[CH:18][C:17]([O:20][CH:21]([CH3:23])[CH3:22])=[C:16]([F:24])[CH:15]=3)=[N:11][C:10]([O:25][CH2:26][CH2:27][O:28]C3CCCCO3)=[N:9][C:8]2=[O:35])=[CH:4][CH:3]=1.O.C1(C)C=CC(S(O)(=O)=O)=CC=1.C(=O)(O)[O-].[Na+].